From a dataset of Reaction yield outcomes from USPTO patents with 853,638 reactions. Predict the reaction yield, written as a fraction of the theoretical maximum amount of product (1.0 means a 100% yield; for example, 0.34 means a 34% yield). (1) The reactants are [CH3:1][CH:2]([OH:6])[CH2:3][CH2:4][CH3:5].F[C:8]1[CH:13]=[CH:12][CH:11]=[CH:10][C:9]=1[N+:14]([O-:16])=[O:15].[CH3:17][CH:18]([O:22][C:23]1[CH:29]=[CH:28][CH:27]=[CH:26][C:24]=1[NH2:25])[CH2:19][CH2:20][CH3:21].[NH2:30][C:31]1[S:32][CH:33]=[CH:34][N:35]=1. No catalyst specified. The product is [CH3:1][CH:2]([O:6][C:8]1[CH:13]=[CH:12][CH:11]=[CH:10][C:9]=1[N+:14]([O-:16])=[O:15])[CH2:3][CH2:4][CH3:5].[CH3:17][CH:18]([O:22][C:23]1[CH:29]=[CH:28][CH:27]=[CH:26][C:24]=1[NH:25][C:2]([NH:30][C:31]1[S:32][CH:33]=[CH:34][N:35]=1)=[O:6])[CH2:19][CH2:20][CH3:21]. The yield is 0.740. (2) The reactants are Br[C:2]1[CH:7]=[CH:6][C:5]([Br:8])=[CH:4][CH:3]=1.[Li][CH2:10][CH2:11][CH2:12][CH3:13].[OH2:14]. The catalyst is C1COCC1. The product is [Br:8][C:5]1[CH:6]=[CH:7][C:2]([CH:10]([C:11]2[CH:3]=[CH:4][C:5]([Br:8])=[CH:13][CH:12]=2)[OH:14])=[CH:3][CH:4]=1. The yield is 0.860. (3) The reactants are [OH:1][C:2]1[CH:3]=[C:4](/[CH:10]=[CH:11]/[C:12]([NH:14][C:15]2[CH:23]=[CH:22][CH:21]=[CH:20][C:16]=2[C:17]([OH:19])=[O:18])=O)[CH:5]=[CH:6][C:7]=1[O:8][CH3:9].[C:24](OC(=O)C)(=[O:26])[CH3:25]. The catalyst is O. The product is [C:24]([O:1][C:2]1[CH:3]=[C:4]([CH:5]=[CH:6][C:7]=1[O:8][CH3:9])/[CH:10]=[CH:11]/[C:12]1[O:19][C:17](=[O:18])[C:16]2[CH:20]=[CH:21][CH:22]=[CH:23][C:15]=2[N:14]=1)(=[O:26])[CH3:25]. The yield is 0.930. (4) The reactants are C([N:8]1[CH2:14][CH:13]2[CH2:15][CH:9]1[CH2:10][C:11](=[O:16])[CH2:12]2)C1C=CC=CC=1.ClC(OCCCl)=O.C(N(CC)CC)C.[C:39](O[C:39]([O:41][C:42]([CH3:45])([CH3:44])[CH3:43])=[O:40])([O:41][C:42]([CH3:45])([CH3:44])[CH3:43])=[O:40]. The catalyst is ClCCl. The product is [O:16]=[C:11]1[CH2:10][CH:9]2[CH2:15][CH:13]([CH2:14][N:8]2[C:39]([O:41][C:42]([CH3:43])([CH3:44])[CH3:45])=[O:40])[CH2:12]1. The yield is 0.630. (5) The reactants are [CH3:1][C:2]1([CH3:15])[CH2:13][C:12]2[CH:11]=[C:10]3[N:5]([CH2:6][CH2:7][NH:8][C:9]3=[O:14])[C:4]=2[CH2:3]1.Br[C:17]1[C:22]([CH:23]=[O:24])=[C:21]([Cl:25])[N:20]=[CH:19][CH:18]=1.CC1(C)C2C(=C(P(C3C=CC=CC=3)C3C=CC=CC=3)C=CC=2)OC2C(P(C3C=CC=CC=3)C3C=CC=CC=3)=CC=CC1=2.C(=O)([O-])[O-].[Cs+].[Cs+]. The catalyst is C1C=CC(/C=C/C(/C=C/C2C=CC=CC=2)=O)=CC=1.C1C=CC(/C=C/C(/C=C/C2C=CC=CC=2)=O)=CC=1.C1C=CC(/C=C/C(/C=C/C2C=CC=CC=2)=O)=CC=1.[Pd].[Pd].O1CCOCC1. The product is [Cl:25][C:21]1[C:22]([CH:23]=[O:24])=[C:17]([N:8]2[CH2:7][CH2:6][N:5]3[C:10](=[CH:11][C:12]4[CH2:13][C:2]([CH3:15])([CH3:1])[CH2:3][C:4]=43)[C:9]2=[O:14])[CH:18]=[CH:19][N:20]=1. The yield is 0.650. (6) The reactants are C(=[N:14][C:15]1[CH:16]=[C:17]2[N:23]=[CH:22][N:21]([CH3:24])[C:18]2=[N:19][CH:20]=1)(C1C=CC=CC=1)C1C=CC=CC=1. The catalyst is Cl.C1COCC1.C(Cl)Cl.C(=O)([O-])[O-].[Na+].[Na+]. The product is [CH3:24][N:21]1[C:18]2=[N:19][CH:20]=[C:15]([NH2:14])[CH:16]=[C:17]2[N:23]=[CH:22]1. The yield is 0.190. (7) The reactants are [Cl:1][C:2]1[CH:3]=[C:4]([C:9]2[CH:13]=[CH:12][N:11]([CH2:14][CH2:15][N:16]3C(=O)C4C(=CC=CC=4)C3=O)[N:10]=2)[CH:5]=[CH:6][C:7]=1[Cl:8].O.NN.O. The catalyst is CCO. The product is [Cl:1][C:2]1[CH:3]=[C:4]([C:9]2[CH:13]=[CH:12][N:11]([CH2:14][CH2:15][NH2:16])[N:10]=2)[CH:5]=[CH:6][C:7]=1[Cl:8]. The yield is 1.00. (8) The reactants are [CH:1]1([N:4]([S:31]([C:34]2[CH:39]=[CH:38][CH:37]=[CH:36][N:35]=2)(=[O:33])=[O:32])[C:5]2[CH:6]=[C:7]([O:26][CH2:27][CH2:28][O:29][CH3:30])[CH:8]=[C:9]3[C:13]=2[N:12](C(OC(C)(C)C)=O)[CH:11]([C:21]([O:23][CH2:24][CH3:25])=[O:22])[CH2:10]3)[CH2:3][CH2:2]1. The catalyst is C(OCC)(=O)C.Cl. The product is [CH:1]1([N:4]([S:31]([C:34]2[CH:39]=[CH:38][CH:37]=[CH:36][N:35]=2)(=[O:33])=[O:32])[C:5]2[CH:6]=[C:7]([O:26][CH2:27][CH2:28][O:29][CH3:30])[CH:8]=[C:9]3[C:13]=2[NH:12][CH:11]([C:21]([O:23][CH2:24][CH3:25])=[O:22])[CH2:10]3)[CH2:2][CH2:3]1. The yield is 0.960. (9) The reactants are [Li]CCCC.C(NC(C)C)(C)C.[Cl:13][C:14]1[CH:19]=[C:18]([Cl:20])[N:17]=[CH:16][N:15]=1.[CH:21]1([CH:24]=[O:25])[CH2:23][CH2:22]1. The catalyst is C1COCC1.O. The product is [CH:21]1([CH:24]([C:19]2[C:14]([Cl:13])=[N:15][CH:16]=[N:17][C:18]=2[Cl:20])[OH:25])[CH2:23][CH2:22]1. The yield is 0.540.